This data is from Forward reaction prediction with 1.9M reactions from USPTO patents (1976-2016). The task is: Predict the product of the given reaction. (1) Given the reactants [H-].[Al+3].[Li+].[H-].[H-].[H-].FC(F)(F)C1C=CC(S(NC2C=CC3C[C@@H]4[C@H](CCCN4C(=O)CC)CC=3C=2)(=O)=O)=CC=1.[F:39][C:40]([F:70])([F:69])[C:41]1[CH:46]=[CH:45][C:44]([S:47]([NH:50][C:51]2[CH:68]=[CH:67][C:54]3[CH2:55][C@@H:56]4[C@@H:61]([CH2:62][C:53]=3[CH:52]=2)[N:60]([C:63](=O)[CH2:64][CH3:65])[CH2:59][CH2:58][CH2:57]4)(=[O:49])=[O:48])=[CH:43][CH:42]=1.O, predict the reaction product. The product is: [F:70][C:40]([F:39])([F:69])[C:41]1[CH:42]=[CH:43][C:44]([S:47]([NH:50][C:51]2[CH:68]=[CH:67][C:54]3[CH2:55][C@@H:56]4[C@@H:61]([CH2:62][C:53]=3[CH:52]=2)[N:60]([CH2:63][CH2:64][CH3:65])[CH2:59][CH2:58][CH2:57]4)(=[O:48])=[O:49])=[CH:45][CH:46]=1. (2) Given the reactants C(=O)([O-])[O-].[K+].[K+].[CH:7]([O:9]CCCC)=[CH2:8].C1(P(C2C=CC=CC=2)CCCP(C2C=CC=CC=2)C2C=CC=CC=2)C=CC=CC=1.Br[C:44]1[CH:52]=[CH:51][C:47]([C:48]([OH:50])=[O:49])=[C:46]([CH3:53])[CH:45]=1.Cl, predict the reaction product. The product is: [C:7]([C:44]1[CH:52]=[CH:51][C:47]([C:48]([OH:50])=[O:49])=[C:46]([CH3:53])[CH:45]=1)(=[O:9])[CH3:8].